Dataset: NCI-60 drug combinations with 297,098 pairs across 59 cell lines. Task: Regression. Given two drug SMILES strings and cell line genomic features, predict the synergy score measuring deviation from expected non-interaction effect. (1) Drug 1: C1=C(C(=O)NC(=O)N1)F. Drug 2: C1=CC(=CC=C1CCCC(=O)O)N(CCCl)CCCl. Cell line: MALME-3M. Synergy scores: CSS=39.1, Synergy_ZIP=0.898, Synergy_Bliss=3.19, Synergy_Loewe=2.61, Synergy_HSA=8.25. (2) Drug 1: CC1=CC=C(C=C1)C2=CC(=NN2C3=CC=C(C=C3)S(=O)(=O)N)C(F)(F)F. Drug 2: CCCCCOC(=O)NC1=NC(=O)N(C=C1F)C2C(C(C(O2)C)O)O. Cell line: RXF 393. Synergy scores: CSS=3.41, Synergy_ZIP=-0.315, Synergy_Bliss=2.33, Synergy_Loewe=0.543, Synergy_HSA=0.693. (3) Drug 1: CN(C)C1=NC(=NC(=N1)N(C)C)N(C)C. Drug 2: CN(C(=O)NC(C=O)C(C(C(CO)O)O)O)N=O. Cell line: KM12. Synergy scores: CSS=25.0, Synergy_ZIP=12.6, Synergy_Bliss=13.3, Synergy_Loewe=11.6, Synergy_HSA=13.1. (4) Drug 1: CC1=C(C=C(C=C1)C(=O)NC2=CC(=CC(=C2)C(F)(F)F)N3C=C(N=C3)C)NC4=NC=CC(=N4)C5=CN=CC=C5. Drug 2: C#CCC(CC1=CN=C2C(=N1)C(=NC(=N2)N)N)C3=CC=C(C=C3)C(=O)NC(CCC(=O)O)C(=O)O. Cell line: NCI-H226. Synergy scores: CSS=70.3, Synergy_ZIP=6.08, Synergy_Bliss=5.59, Synergy_Loewe=-9.51, Synergy_HSA=5.61.